Dataset: Forward reaction prediction with 1.9M reactions from USPTO patents (1976-2016). Task: Predict the product of the given reaction. (1) Given the reactants [CH3:1][O:2][C:3]1[N:8]=[C:7]([O:9][CH3:10])[N:6]=[C:5]([CH:11]2[C:19]3[C:14](=[CH:15][CH:16]=[C:17]([F:20])[CH:18]=3)[NH:13][C:12]2=[O:21])[N:4]=1.CN1C=CN=C1.[F:28][CH:29]([F:34])[S:30](Cl)(=[O:32])=[O:31].O, predict the reaction product. The product is: [F:28][CH:29]([F:34])[S:30]([N:13]1[C:14]2[C:19](=[CH:18][C:17]([F:20])=[CH:16][CH:15]=2)[CH:11]([C:5]2[N:4]=[C:3]([O:2][CH3:1])[N:8]=[C:7]([O:9][CH3:10])[N:6]=2)[C:12]1=[O:21])(=[O:32])=[O:31]. (2) Given the reactants C(NC(C)C)(C)C.C([Li])CCC.[C:13]([N:16]1[CH2:25][CH2:24][C:23]2[C:18](=[CH:19][C:20]([O:28][CH3:29])=[C:21]([O:26][CH3:27])[CH:22]=2)[C:17]21[CH2:34][CH2:33][CH:32]([C:35]([OH:37])=[O:36])[CH2:31][CH:30]2[CH:38]1[C:47]2[C:42](=[CH:43][C:44]([O:50][CH3:51])=[C:45]([O:48][CH3:49])[CH:46]=2)[CH2:41][CH2:40][N:39]1[CH2:52][CH3:53])(=[O:15])[CH3:14].Cl.[O:55]1CC[CH2:57][CH2:56]1, predict the reaction product. The product is: [OH:55][CH:56]([CH3:57])[CH2:14][C:13]([N:16]1[CH2:25][CH2:24][C:23]2[C:18](=[CH:19][C:20]([O:28][CH3:29])=[C:21]([O:26][CH3:27])[CH:22]=2)[C:17]21[CH2:34][CH2:33][CH:32]([C:35]([OH:37])=[O:36])[CH2:31][CH:30]2[CH:38]1[C:47]2[C:42](=[CH:43][C:44]([O:50][CH3:51])=[C:45]([O:48][CH3:49])[CH:46]=2)[CH2:41][CH2:40][N:39]1[CH2:52][CH3:53])=[O:15]. (3) Given the reactants [C:1]1([S:7]([N:10]2[C:18]3[C:13](=[CH:14][C:15]([CH3:20])=[C:16]([Br:19])[CH:17]=3)[CH:12]=[CH:11]2)(=[O:9])=[O:8])[CH:6]=[CH:5][CH:4]=[CH:3][CH:2]=1.[Br:21]N1C(=O)CCC1=O.N(C(C)(C)C#N)=NC(C)(C)C#N, predict the reaction product. The product is: [C:1]1([S:7]([N:10]2[C:18]3[C:13](=[CH:14][C:15]([CH2:20][Br:21])=[C:16]([Br:19])[CH:17]=3)[CH:12]=[CH:11]2)(=[O:9])=[O:8])[CH:2]=[CH:3][CH:4]=[CH:5][CH:6]=1. (4) The product is: [OH:26][CH:24]1[CH:8]([OH:19])[CH:7]2[CH2:10][CH:25]1[CH:2]1[CH:6]2[CH2:5][O:4][C:3]1=[O:11]. Given the reactants C12[CH2:10][CH:7]([CH:8]=C1)[CH:6]1[CH:2]2[C:3](=[O:11])[O:4][CH2:5]1.[Mn]([O-])(=O)(=O)=O.[K+].S([O-])([O-])(=O)=[O:19].[Mg+2].[CH2:24]([OH:26])[CH3:25], predict the reaction product. (5) Given the reactants [CH3:1][N:2]1[CH:6]=[C:5]([NH:7][C:8]([C:10]2[CH:15]=[CH:14][C:13]([C@@H:16]3[CH2:18][C@H:17]3[NH:19]C(=O)OC(C)(C)C)=[CH:12][CH:11]=2)=[O:9])[CH:4]=[N:3]1.[ClH:27].C(OCC)(=O)C, predict the reaction product. The product is: [ClH:27].[ClH:27].[NH2:19][C@@H:17]1[CH2:18][C@H:16]1[C:13]1[CH:12]=[CH:11][C:10]([C:8]([NH:7][C:5]2[CH:4]=[N:3][N:2]([CH3:1])[CH:6]=2)=[O:9])=[CH:15][CH:14]=1.